From a dataset of Peptide-MHC class II binding affinity with 134,281 pairs from IEDB. Regression. Given a peptide amino acid sequence and an MHC pseudo amino acid sequence, predict their binding affinity value. This is MHC class II binding data. (1) The peptide sequence is YPIEHGIVTNWDDM. The MHC is DRB1_0401 with pseudo-sequence DRB1_0401. The binding affinity (normalized) is 0. (2) The peptide sequence is GNIVAVDIKPKDSDE. The MHC is HLA-DQA10501-DQB10301 with pseudo-sequence HLA-DQA10501-DQB10301. The binding affinity (normalized) is 0.323. (3) The peptide sequence is MAKLLGRDPEQSQEAL. The MHC is DRB1_1501 with pseudo-sequence DRB1_1501. The binding affinity (normalized) is 0. (4) The peptide sequence is SKKYFAATQFEPLAA. The MHC is HLA-DQA10501-DQB10201 with pseudo-sequence HLA-DQA10501-DQB10201. The binding affinity (normalized) is 0.397.